This data is from Catalyst prediction with 721,799 reactions and 888 catalyst types from USPTO. The task is: Predict which catalyst facilitates the given reaction. (1) Reactant: [NH2:1][C@@H:2]([C:7]1[C:16]2[C:11](=[CH:12][CH:13]=[CH:14][CH:15]=2)[CH:10]=[CH:9][CH:8]=1)[C:3]([CH3:6])([OH:5])[CH3:4].C([N:19]([CH2:22][CH3:23])CC)C.[CH3:24][C:25]([CH3:32])([C:29](Cl)=[O:30])[C:26](Cl)=[O:27].[Cl-].[NH4+]. Product: [C:7]1([C@H:2]([NH:1][C:26](=[O:27])[C:25]([CH3:32])([CH3:24])[C:29]([NH:19][C@@H:22]([C:23]2[C:10]3[C:11](=[CH:16][CH:7]=[CH:8][CH:9]=3)[CH:12]=[CH:13][CH:14]=2)[C:3]([CH3:4])([OH:5])[CH3:2])=[O:30])[C:3]([OH:5])([CH3:6])[CH3:4])[C:16]2[C:11](=[CH:12][CH:13]=[CH:14][CH:15]=2)[CH:10]=[CH:9][CH:8]=1. The catalyst class is: 4. (2) Reactant: C([S-])C.[Na+].[C:5]([C:7]1[CH:8]=[CH:9][C:10]2[N:11]([CH:13]=[C:14]([C:16]([O:18][CH2:19][CH3:20])=[O:17])[N:15]=2)[CH:12]=1)#[N:6].[CH2:21]([OH:23])[CH3:22]. Product: [CH2:21]([O:23][C:5](=[NH:6])[C:7]1[CH:8]=[CH:9][C:10]2[N:11]([CH:13]=[C:14]([C:16]([O:18][CH2:19][CH3:20])=[O:17])[N:15]=2)[CH:12]=1)[CH3:22]. The catalyst class is: 4.